From a dataset of Full USPTO retrosynthesis dataset with 1.9M reactions from patents (1976-2016). Predict the reactants needed to synthesize the given product. (1) Given the product [CH2:40]([O:39][C:37]([N:47]1[CH2:52][CH2:51][N:50]([C:24]2[CH:25]=[CH:26][C:21]([C:18]3[N:17]([CH2:28][O:29][CH2:30][CH2:31][Si:32]([CH3:35])([CH3:34])[CH3:33])[C:16]([CH:12]4[CH2:13][CH2:14][CH2:15][N:11]4[C:9](=[O:10])[CH:5]([NH:4][C:3]([O:2][CH3:1])=[O:36])[CH:6]([CH3:8])[CH3:7])=[N:20][CH:19]=3)=[CH:22][CH:23]=2)[CH2:49][CH2:48]1)=[O:38])[C:41]1[CH:46]=[CH:45][CH:44]=[CH:43][CH:42]=1, predict the reactants needed to synthesize it. The reactants are: [CH3:1][O:2][C:3](=[O:36])[NH:4][CH:5]([C:9]([N:11]1[CH2:15][CH2:14][CH2:13][CH:12]1[C:16]1[N:17]([CH2:28][O:29][CH2:30][CH2:31][Si:32]([CH3:35])([CH3:34])[CH3:33])[C:18]([C:21]2[CH:26]=[CH:25][C:24](Br)=[CH:23][CH:22]=2)=[CH:19][N:20]=1)=[O:10])[CH:6]([CH3:8])[CH3:7].[C:37]([N:47]1[CH2:52][CH2:51][NH:50][CH2:49][CH2:48]1)([O:39][CH2:40][C:41]1[CH:46]=[CH:45][CH:44]=[CH:43][CH:42]=1)=[O:38].C1C=CC(P(C2C(C3C(P(C4C=CC=CC=4)C4C=CC=CC=4)=CC=C4C=3C=CC=C4)=C3C(C=CC=C3)=CC=2)C2C=CC=CC=2)=CC=1.CC([O-])(C)C.[Na+]. (2) Given the product [C:17]([O:16][C:14]([N:11]1[CH2:12][CH2:13][CH:8]([CH2:1][C:2]2[CH:7]=[CH:6][CH:5]=[CH:4][CH:3]=2)[CH2:9][CH2:10]1)=[O:15])([CH3:20])([CH3:19])[CH3:18], predict the reactants needed to synthesize it. The reactants are: [CH2:1]([CH:8]1[CH2:13][CH2:12][NH:11][CH2:10][CH2:9]1)[C:2]1[CH:7]=[CH:6][CH:5]=[CH:4][CH:3]=1.[C:14](O[C:14]([O:16][C:17]([CH3:20])([CH3:19])[CH3:18])=[O:15])([O:16][C:17]([CH3:20])([CH3:19])[CH3:18])=[O:15]. (3) The reactants are: C([O:5][C:6]([N:8]1[CH2:13][CH:12]=[C:11]([C:14]2[CH:19]=[CH:18][C:17]([N+:20]([O-])=O)=[CH:16][CH:15]=2)[CH2:10][CH2:9]1)=O)(C)(C)C.[CH3:23]CN(CC)CC.C(OC(=O)C)(=O)C. Given the product [NH2:20][C:17]1[CH:18]=[CH:19][C:14]([CH:11]2[CH2:12][CH2:13][N:8]([C:6](=[O:5])[CH3:23])[CH2:9][CH2:10]2)=[CH:15][CH:16]=1, predict the reactants needed to synthesize it. (4) The reactants are: [F:1][C:2]1[CH:3]=[C:4]([CH2:15][C:16]([O:18][CH3:19])=[O:17])[CH:5]=[CH:6][C:7]=1[C:8]1[CH:13]=[CH:12][CH:11]=[C:10]([OH:14])[CH:9]=1.[CH2:20]([N:26]=[C:27]=[O:28])[CH2:21][CH2:22][CH2:23][CH2:24][CH3:25]. Given the product [F:1][C:2]1[CH:3]=[C:4]([CH2:15][C:16]([O:18][CH3:19])=[O:17])[CH:5]=[CH:6][C:7]=1[C:8]1[CH:13]=[CH:12][CH:11]=[C:10]([O:14][C:27](=[O:28])[NH:26][CH2:20][CH2:21][CH2:22][CH2:23][CH2:24][CH3:25])[CH:9]=1, predict the reactants needed to synthesize it. (5) Given the product [Br:24][C:12]1[C:7]2[N:8]([C:21](=[O:22])[NH:5][N:6]=2)[CH:9]=[C:10]([C:14]2[CH:19]=[CH:18][C:17]([Cl:20])=[CH:16][CH:15]=2)[N:11]=1, predict the reactants needed to synthesize it. The reactants are: C([N:5]1[C:21](=[O:22])[N:8]2[CH:9]=[C:10]([C:14]3[CH:19]=[CH:18][C:17]([Cl:20])=[CH:16][CH:15]=3)[N:11]=[C:12](Cl)[C:7]2=[N:6]1)(C)(C)C.B(Br)(Br)[Br:24]. (6) Given the product [F:28][CH:25]1[CH2:26][CH2:27][N:22]([CH2:21][CH2:20][CH2:19][O:18][C:14]2[CH:13]=[C:12]3[C:17]([CH:8]([C:5]4[CH:6]=[N:7][C:2]([S:30][C:31]5[NH:32][CH:33]=[CH:34][N:35]=5)=[CH:3][CH:4]=4)[CH2:9][N:10]([CH3:29])[CH2:11]3)=[CH:16][CH:15]=2)[CH2:23][CH2:24]1, predict the reactants needed to synthesize it. The reactants are: Br[C:2]1[N:7]=[CH:6][C:5]([CH:8]2[C:17]3[C:12](=[CH:13][C:14]([O:18][CH2:19][CH2:20][CH2:21][N:22]4[CH2:27][CH2:26][CH:25]([F:28])[CH2:24][CH2:23]4)=[CH:15][CH:16]=3)[CH2:11][N:10]([CH3:29])[CH2:9]2)=[CH:4][CH:3]=1.[SH:30][C:31]1[NH:32][CH:33]=[CH:34][N:35]=1.C([O-])([O-])=O.[K+].[K+].